From a dataset of Forward reaction prediction with 1.9M reactions from USPTO patents (1976-2016). Predict the product of the given reaction. Given the reactants [NH2:1][C@@H:2]1[CH2:10][C:9]2[C:4](=[CH:5][CH:6]=[C:7]([CH2:11][N:12]3[CH:16]=[C:15]([CH2:17][OH:18])[C:14]([C:19]([F:22])([F:21])[F:20])=[N:13]3)[CH:8]=2)[CH2:3]1.C(N(CC)CC)C.[CH3:30][S:31](Cl)(=[O:33])=[O:32], predict the reaction product. The product is: [OH:18][CH2:17][C:15]1[C:14]([C:19]([F:22])([F:21])[F:20])=[N:13][N:12]([CH2:11][C:7]2[CH:8]=[C:9]3[C:4](=[CH:5][CH:6]=2)[CH2:3][C@H:2]([NH:1][S:31]([CH3:30])(=[O:33])=[O:32])[CH2:10]3)[CH:16]=1.